From a dataset of Forward reaction prediction with 1.9M reactions from USPTO patents (1976-2016). Predict the product of the given reaction. (1) Given the reactants [CH2:1]([C:4]1[CH:15]=[CH:14][C:7]([O:8][C@@H:9]([CH3:13])[C:10](Cl)=[O:11])=[CH:6][CH:5]=1)[CH2:2][CH3:3].[N:16]1[CH:21]=[CH:20][CH:19]=[C:18]([C:22]2[N:26]=[C:25]([CH2:27][NH:28][CH:29]([CH3:31])[CH3:30])[O:24][N:23]=2)[CH:17]=1.C(N(CC)CC)C, predict the reaction product. The product is: [CH:29]([N:28]([CH2:27][C:25]1[O:24][N:23]=[C:22]([C:18]2[CH:17]=[N:16][CH:21]=[CH:20][CH:19]=2)[N:26]=1)[C:10](=[O:11])[C@@H:9]([O:8][C:7]1[CH:14]=[CH:15][C:4]([CH2:1][CH2:2][CH3:3])=[CH:5][CH:6]=1)[CH3:13])([CH3:31])[CH3:30]. (2) Given the reactants [Cl:1][C:2]1[C:3]([OH:11])=[C:4]([CH:7]=[C:8]([Cl:10])[CH:9]=1)[CH:5]=[O:6].[CH3:12]N(C)C=O.C(=O)([O-])[O-].[K+].[K+].CI, predict the reaction product. The product is: [Cl:1][C:2]1[C:3]([O:11][CH3:12])=[C:4]([CH:7]=[C:8]([Cl:10])[CH:9]=1)[CH:5]=[O:6].